Dataset: Retrosynthesis with 50K atom-mapped reactions and 10 reaction types from USPTO. Task: Predict the reactants needed to synthesize the given product. (1) Given the product CN(Cc1ccccc1)C1CCN(C(=O)OC(C)(C)C)CC1, predict the reactants needed to synthesize it. The reactants are: C=O.CC(C)(C)OC(=O)N1CCC(NCc2ccccc2)CC1. (2) Given the product CCCCCNC(=O)C(Cc1ccc([N+](=O)[O-])cc1)NC(=O)OC(C)(C)C, predict the reactants needed to synthesize it. The reactants are: CC(C)(C)OC(=O)N[C@@H](Cc1ccc([N+](=O)[O-])cc1)C(=O)O.CCCCCN. (3) Given the product FCc1cccc(C#CCCn2cc3c(Cl)cccc3n2)n1, predict the reactants needed to synthesize it. The reactants are: C#CCCn1cc2c(Cl)cccc2n1.FCc1cccc(Br)n1. (4) Given the product CC(=O)NC[C@@H]1C[C@H](NC(=O)c2nn(C(C)C)c3ccccc23)CN1C(=O)OC(C)(C)C, predict the reactants needed to synthesize it. The reactants are: CC(=O)Cl.CC(C)n1nc(C(=O)N[C@H]2C[C@@H](CN)N(C(=O)OC(C)(C)C)C2)c2ccccc21. (5) Given the product Cc1ccc(S(=O)(=O)Nc2cccc(C3CC(C)(C)c4cc(C)ccc4N3)c2)cc1, predict the reactants needed to synthesize it. The reactants are: Cc1ccc(S(=O)(=O)Cl)cc1.Cc1ccc2c(c1)C(C)(C)CC(c1cccc(N)c1)N2.